Dataset: Reaction yield outcomes from USPTO patents with 853,638 reactions. Task: Predict the reaction yield, written as a fraction of the theoretical maximum amount of product (1.0 means a 100% yield; for example, 0.34 means a 34% yield). (1) The reactants are Br[C:2]1[CH:9]=[CH:8][C:5](C=O)=[CH:4][CH:3]=1.[Mg].[B:11]([O:22][CH2:23]CCC)([O:17]CCCC)OCCCC.[O:27]1CCCC1. No catalyst specified. The product is [CH:23]([O:22][B:11]([C:2]1[CH:3]=[CH:4][CH:5]=[CH:8][CH:9]=1)[OH:17])=[O:27]. The yield is 0.700. (2) The reactants are C(OC(C[C:8]1[CH:9]=[C:10]([S:14]([N:17]=[C:18]=[O:19])(=[O:16])=[O:15])[CH:11]=[CH:12][CH:13]=1)=O)C=C.[Cl:20][C:21]1[CH:22]=[C:23]([NH2:30])[C:24](=[CH:28][CH:29]=1)[C:25]([OH:27])=O.C1N=CN(C(N2C=N[CH:40]=[CH:39]2)=O)C=1.[OH2:43].[CH2:44]1C[O:47][CH2:46][CH2:45]1. No catalyst specified. The product is [CH2:46]([O:47][C:8]1[C:9]([CH:39]=[C:40]=[O:43])=[C:10]([S:14]([N:17]2[C:25](=[O:27])[C:24]3[C:23](=[CH:22][C:21]([Cl:20])=[CH:29][CH:28]=3)[NH:30][C:18]2=[O:19])(=[O:15])=[O:16])[CH:11]=[CH:12][CH:13]=1)[CH:45]=[CH2:44]. The yield is 0.400. (3) The reactants are [CH:1]1([N:7]2[C:11]3([CH2:16][CH2:15][NH:14][CH2:13][CH2:12]3)[C:10](=[O:17])[N:9]([CH2:18][C:19]3[CH:31]=[CH:30][CH:29]=[CH:28][C:20]=3[C:21]([O:23][C:24]([CH3:27])([CH3:26])[CH3:25])=[O:22])[CH2:8]2)[CH2:6][CH2:5][CH2:4][CH2:3][CH2:2]1.I[CH2:33][CH2:34][CH2:35][C:36]([C:38]1[CH:43]=[CH:42][CH:41]=[CH:40][CH:39]=1)=[O:37].C(=O)([O-])[O-].[K+].[K+]. The catalyst is CN(C)C=O.C(OCC)(=O)C. The product is [CH:1]1([N:7]2[C:11]3([CH2:16][CH2:15][N:14]([CH2:33][CH2:34][CH2:35][C:36](=[O:37])[C:38]4[CH:43]=[CH:42][CH:41]=[CH:40][CH:39]=4)[CH2:13][CH2:12]3)[C:10](=[O:17])[N:9]([CH2:18][C:19]3[CH:31]=[CH:30][CH:29]=[CH:28][C:20]=3[C:21]([O:23][C:24]([CH3:26])([CH3:27])[CH3:25])=[O:22])[CH2:8]2)[CH2:2][CH2:3][CH2:4][CH2:5][CH2:6]1. The yield is 0.650. (4) The reactants are [Cl:1][C:2]1[CH:3]=[C:4]([CH:7]=[CH:8][CH:9]=1)[C:5]#N.[CH2:10]([Mg]Cl)[CH2:11][CH3:12].Cl.[OH2:16]. The catalyst is C1COCC1.Cl[Cu].C(Cl)Cl. The product is [Cl:1][C:2]1[CH:3]=[C:4]([C:5](=[O:16])[CH2:10][CH2:11][CH3:12])[CH:7]=[CH:8][CH:9]=1. The yield is 0.970. (5) The reactants are FC(F)(F)C(O)=O.[Cl:8][C:9]1[CH:18]=[C:17]2[C:12]([CH:13]=[C:14]([NH:19]C(=O)OC(C)(C)C)[N:15]=[CH:16]2)=[CH:11][N:10]=1. The catalyst is ClC(Cl)C. The product is [Cl:8][C:9]1[CH:18]=[C:17]2[C:12]([CH:13]=[C:14]([NH2:19])[N:15]=[CH:16]2)=[CH:11][N:10]=1. The yield is 0.860. (6) The reactants are [CH3:1][S:2]([N:5]1[CH2:10][CH2:9][O:8][CH2:7][CH2:6]1)(=[O:4])=[O:3].[Li]CCCC.[CH2:16]([CH:18]1[CH:22]([C:23]2[N:27]3[C:28]4[CH:34]=[CH:33][N:32]([CH2:35][O:36][CH2:37][CH2:38][Si:39]([CH3:42])([CH3:41])[CH3:40])[C:29]=4[N:30]=[CH:31][C:26]3=[N:25][N:24]=2)[CH2:21][C:20](=[O:43])[CH2:19]1)[CH3:17]. The catalyst is C1COCC1. The product is [CH2:16]([CH:18]1[CH:22]([C:23]2[N:27]3[C:28]4[CH:34]=[CH:33][N:32]([CH2:35][O:36][CH2:37][CH2:38][Si:39]([CH3:40])([CH3:42])[CH3:41])[C:29]=4[N:30]=[CH:31][C:26]3=[N:25][N:24]=2)[CH2:21][C:20]([CH2:1][S:2]([N:5]2[CH2:10][CH2:9][O:8][CH2:7][CH2:6]2)(=[O:4])=[O:3])([OH:43])[CH2:19]1)[CH3:17]. The yield is 0.340. (7) The reactants are Br[C:2]1[CH:3]=[C:4]([CH:8]2[C:17]([CH3:19])([CH3:18])[CH2:16][C:15]3[C:10](=[CH:11][CH:12]=[C:13]([C:20]([OH:22])=[O:21])[CH:14]=3)[NH:9]2)[CH:5]=[CH:6][CH:7]=1.[NH:23]1[CH2:27][CH2:26][NH:25][C:24]1=[O:28].Cl.CN(C)CC(O)=O.C(=O)([O-])[O-].[K+].[K+]. The product is [CH3:18][C:17]1([CH3:19])[CH2:16][C:15]2[C:10](=[CH:11][CH:12]=[C:13]([C:20]([OH:22])=[O:21])[CH:14]=2)[NH:9][CH:8]1[C:4]1[CH:5]=[CH:6][CH:7]=[C:2]([N:23]2[CH2:27][CH2:26][NH:25][C:24]2=[O:28])[CH:3]=1. The yield is 0.0600. The catalyst is CS(C)=O.[Cu]I.